Task: Predict the reaction yield, written as a fraction of the theoretical maximum amount of product (1.0 means a 100% yield; for example, 0.34 means a 34% yield).. Dataset: Reaction yield outcomes from USPTO patents with 853,638 reactions (1) The catalyst is C1COCC1. The product is [Br:1][C:2]1[CH:7]=[CH:6][C:5]([C@@H:8]([NH:10][CH2:11][C:12]([C:14]2[CH:15]=[CH:16][C:17]([F:20])=[CH:18][CH:19]=2)([OH:13])[CH2:23][CH:22]=[CH2:21])[CH3:9])=[CH:4][CH:3]=1. The reactants are [Br:1][C:2]1[CH:7]=[CH:6][C:5]([C@@H:8]([NH:10][CH2:11][C:12]([C:14]2[CH:19]=[CH:18][C:17]([F:20])=[CH:16][CH:15]=2)=[O:13])[CH3:9])=[CH:4][CH:3]=1.[CH2:21]([Mg]Br)[CH:22]=[CH2:23]. The yield is 0.800. (2) The reactants are [Cl:1][C:2]1[C:3]([CH3:18])=[C:4]([NH:10][C@H:11]([C@H:15]([OH:17])[CH3:16])[C:12]([OH:14])=O)[CH:5]=[CH:6][C:7]=1[C:8]#[N:9].[F:19][C:20]1[CH:29]=[C:28]([F:30])[CH:27]=[CH:26][C:21]=1[C:22]([NH:24][NH2:25])=[O:23].ClC1C(CC)=C(N[C@H]([C@@H](O)C)C(NNC(=O)C2C=CC=CC=2)=O)C=CC=1C#N. No catalyst specified. The product is [Cl:1][C:2]1[C:3]([CH3:18])=[C:4]([NH:10][C@H:11]([C@H:15]([OH:17])[CH3:16])[C:12]([NH:25][NH:24][C:22](=[O:23])[C:21]2[CH:26]=[CH:27][C:28]([F:30])=[CH:29][C:20]=2[F:19])=[O:14])[CH:5]=[CH:6][C:7]=1[C:8]#[N:9]. The yield is 0.960. (3) The reactants are [CH2:1]([O:4][C:5]1[CH:10]=[CH:9][C:8]([I:11])=[CH:7][C:6]=1[CH:12]1[C:17]2([C:25]3[C:20](=[CH:21][C:22]([Cl:26])=[CH:23][CH:24]=3)[NH:19][C:18]2=[O:27])[CH:16]([C:28]2[CH:33]=[CH:32][CH:31]=[C:30]([Cl:34])[CH:29]=2)[CH2:15][C:14](=[O:35])[NH:13]1)[CH:2]=[CH2:3].[CH3:36][O:37][CH:38]([Si:40]([CH3:43])([CH3:42])[CH3:41])[CH3:39].[C:44]([O:48][C:49](=[O:52])[CH2:50]Br)([CH3:47])([CH3:46])[CH3:45].C(=O)([O-])[O-].[Cs+].[Cs+]. The catalyst is CN(C)C=O. The product is [CH2:1]([O:4][C:5]1[CH:10]=[CH:9][C:8]([I:11])=[CH:7][C:6]=1[CH:12]1[C:17]2([C:25]3[C:20](=[CH:21][C:22]([Cl:26])=[CH:23][CH:24]=3)[NH:19][C:18]2=[O:27])[CH:16]([C:28]2[CH:33]=[CH:32][CH:31]=[C:30]([Cl:34])[CH:29]=2)[CH2:15][C:14](=[O:35])[N:13]1[CH2:50][C:49]([O:48][C:44]([CH3:47])([CH3:46])[CH3:45])=[O:52])[CH:2]=[CH2:3].[CH3:36][O:37][CH:38]([Si:40]([CH3:43])([CH3:42])[CH3:41])[CH3:39]. The yield is 0.490.